This data is from NCI-60 drug combinations with 297,098 pairs across 59 cell lines. The task is: Regression. Given two drug SMILES strings and cell line genomic features, predict the synergy score measuring deviation from expected non-interaction effect. (1) Drug 1: CC1CCC2CC(C(=CC=CC=CC(CC(C(=O)C(C(C(=CC(C(=O)CC(OC(=O)C3CCCCN3C(=O)C(=O)C1(O2)O)C(C)CC4CCC(C(C4)OC)O)C)C)O)OC)C)C)C)OC. Drug 2: CCC1(C2=C(COC1=O)C(=O)N3CC4=CC5=C(C=CC(=C5CN(C)C)O)N=C4C3=C2)O.Cl. Cell line: RPMI-8226. Synergy scores: CSS=44.1, Synergy_ZIP=-0.158, Synergy_Bliss=-0.686, Synergy_Loewe=-3.00, Synergy_HSA=0.792. (2) Drug 1: COC1=C(C=C2C(=C1)N=CN=C2NC3=CC(=C(C=C3)F)Cl)OCCCN4CCOCC4. Drug 2: C1=NC2=C(N1)C(=S)N=C(N2)N. Cell line: SK-MEL-2. Synergy scores: CSS=42.0, Synergy_ZIP=-5.83, Synergy_Bliss=0.433, Synergy_Loewe=-0.298, Synergy_HSA=1.01. (3) Drug 1: CC1C(C(CC(O1)OC2CC(OC(C2O)C)OC3=CC4=CC5=C(C(=O)C(C(C5)C(C(=O)C(C(C)O)O)OC)OC6CC(C(C(O6)C)O)OC7CC(C(C(O7)C)O)OC8CC(C(C(O8)C)O)(C)O)C(=C4C(=C3C)O)O)O)O. Drug 2: CCCCCOC(=O)NC1=NC(=O)N(C=C1F)C2C(C(C(O2)C)O)O. Cell line: HL-60(TB). Synergy scores: CSS=0.367, Synergy_ZIP=0.185, Synergy_Bliss=-5.32, Synergy_Loewe=-47.8, Synergy_HSA=-7.48. (4) Drug 1: CN(C)N=NC1=C(NC=N1)C(=O)N. Drug 2: C1C(C(OC1N2C=C(C(=O)NC2=O)F)CO)O. Cell line: NCI/ADR-RES. Synergy scores: CSS=13.6, Synergy_ZIP=-7.61, Synergy_Bliss=-4.54, Synergy_Loewe=-20.3, Synergy_HSA=-4.82. (5) Drug 1: C1=C(C(=O)NC(=O)N1)F. Drug 2: CS(=O)(=O)OCCCCOS(=O)(=O)C. Cell line: OVCAR-5. Synergy scores: CSS=35.4, Synergy_ZIP=-0.156, Synergy_Bliss=-0.167, Synergy_Loewe=-9.27, Synergy_HSA=1.14. (6) Drug 1: C1C(C(OC1N2C=NC3=C(N=C(N=C32)Cl)N)CO)O. Drug 2: C1CCC(C(C1)N)N.C(=O)(C(=O)[O-])[O-].[Pt+4]. Cell line: A498. Synergy scores: CSS=34.3, Synergy_ZIP=-7.48, Synergy_Bliss=-1.63, Synergy_Loewe=-2.58, Synergy_HSA=1.36. (7) Drug 1: CC(C1=C(C=CC(=C1Cl)F)Cl)OC2=C(N=CC(=C2)C3=CN(N=C3)C4CCNCC4)N. Drug 2: CC(C)CN1C=NC2=C1C3=CC=CC=C3N=C2N. Cell line: MDA-MB-435. Synergy scores: CSS=16.2, Synergy_ZIP=1.14, Synergy_Bliss=1.13, Synergy_Loewe=-9.36, Synergy_HSA=-2.78. (8) Drug 1: CC12CCC(CC1=CCC3C2CCC4(C3CC=C4C5=CN=CC=C5)C)O. Drug 2: CCCS(=O)(=O)NC1=C(C(=C(C=C1)F)C(=O)C2=CNC3=C2C=C(C=N3)C4=CC=C(C=C4)Cl)F. Cell line: NCI/ADR-RES. Synergy scores: CSS=7.50, Synergy_ZIP=-1.20, Synergy_Bliss=0.139, Synergy_Loewe=-5.16, Synergy_HSA=-1.10. (9) Drug 1: C1=CC(=CC=C1CC(C(=O)O)N)N(CCCl)CCCl.Cl. Drug 2: C1=CC(=CC=C1C#N)C(C2=CC=C(C=C2)C#N)N3C=NC=N3. Cell line: BT-549. Synergy scores: CSS=14.7, Synergy_ZIP=-1.84, Synergy_Bliss=2.15, Synergy_Loewe=-3.64, Synergy_HSA=-0.405.